This data is from Forward reaction prediction with 1.9M reactions from USPTO patents (1976-2016). The task is: Predict the product of the given reaction. (1) Given the reactants C(OC(=O)[NH:7][C@@H:8]1[CH2:12][CH2:11][N:10]([C:13]2[N:21]=[C:20]3[C:16]([N:17]=[CH:18][N:19]3[C@@H:22]3[CH2:26][C@H:25]([N:27]4[CH:31]=[C:30]([CH2:32][OH:33])[CH:29]=[N:28]4)[C@@H:24]([OH:34])[C@H:23]3[OH:35])=[C:15]([NH:36][CH2:37][CH:38]([C:45]3[CH:50]=[CH:49][CH:48]=[CH:47][CH:46]=3)[C:39]3[CH:44]=[CH:43][CH:42]=[CH:41][CH:40]=3)[N:14]=2)[CH2:9]1)(C)(C)C.Cl, predict the reaction product. The product is: [NH2:7][C@@H:8]1[CH2:12][CH2:11][N:10]([C:13]2[N:21]=[C:20]3[C:16]([N:17]=[CH:18][N:19]3[C@@H:22]3[CH2:26][C@H:25]([N:27]4[CH:31]=[C:30]([CH2:32][OH:33])[CH:29]=[N:28]4)[C@@H:24]([OH:34])[C@H:23]3[OH:35])=[C:15]([NH:36][CH2:37][CH:38]([C:45]3[CH:46]=[CH:47][CH:48]=[CH:49][CH:50]=3)[C:39]3[CH:40]=[CH:41][CH:42]=[CH:43][CH:44]=3)[N:14]=2)[CH2:9]1. (2) Given the reactants Cl[C:2]1[CH:7]=[N:6][CH:5]=[C:4]([Cl:8])[N:3]=1.[NH2:9][C:10]1[CH:11]=[C:12]([CH:16]=[CH:17][C:18]=1[O:19][CH3:20])[C:13]([OH:15])=[O:14].CC1(C)C2C(=C(P(C3C=CC=CC=3)C3C=CC=CC=3)C=CC=2)OC2C(P(C3C=CC=CC=3)C3C=CC=CC=3)=CC=CC1=2.CC([O-])(C)C.[Na+], predict the reaction product. The product is: [Cl:8][C:4]1[N:3]=[C:2]([NH:9][C:10]2[CH:11]=[C:12]([CH:16]=[CH:17][C:18]=2[O:19][CH3:20])[C:13]([OH:15])=[O:14])[CH:7]=[N:6][CH:5]=1. (3) Given the reactants [Cl:1][C:2]1[CH:7]=[CH:6][C:5]([N:8]2[C:17](=[O:18])[C:16]3[C:11](=[C:12]([CH:23]=[CH2:24])[C:13]([NH:19][C:20](=[O:22])[CH3:21])=[CH:14][CH:15]=3)[N:10]=[C:9]2[CH:25]([CH3:27])[CH3:26])=[CH:4][CH:3]=1.[CH2:28](Br)[CH:29]=[CH2:30].C(=O)([O-])[O-].[Cs+].[Cs+], predict the reaction product. The product is: [CH2:30]([N:19]([C:13]1[C:12]([CH:23]=[CH2:24])=[C:11]2[C:16]([C:17](=[O:18])[N:8]([C:5]3[CH:4]=[CH:3][C:2]([Cl:1])=[CH:7][CH:6]=3)[C:9]([CH:25]([CH3:27])[CH3:26])=[N:10]2)=[CH:15][CH:14]=1)[C:20](=[O:22])[CH3:21])[CH:29]=[CH2:28].